From a dataset of Forward reaction prediction with 1.9M reactions from USPTO patents (1976-2016). Predict the product of the given reaction. (1) The product is: [Cl:17][C:18]1[C:19]([O:56][CH2:55][CH:52]2[CH2:53][CH2:54][C:49]3([CH2:47][CH2:48]3)[CH2:50][CH2:51]2)=[CH:20][C:21]([F:33])=[C:22]([CH:32]=1)[C:23]([NH:25][S:26](=[O:31])(=[O:30])[N:27]([CH3:29])[CH3:28])=[O:24]. Given the reactants ClC1C(F)=CC(F)=C(C=1)C(NS(C)(=O)=O)=O.[Cl:17][C:18]1[C:19](F)=[CH:20][C:21]([F:33])=[C:22]([CH:32]=1)[C:23]([NH:25][S:26](=[O:31])(=[O:30])[N:27]([CH3:29])[CH3:28])=[O:24].C12(CO)CC3CC(CC(C3)C1)C2.[CH2:47]1[C:49]2([CH2:54][CH2:53][CH:52]([CH2:55][OH:56])[CH2:51][CH2:50]2)[CH2:48]1, predict the reaction product. (2) Given the reactants [N:1]([C:4]1([C:14]2[CH:19]=[CH:18][C:17]([C:20]([F:23])([F:22])[F:21])=[CH:16][CH:15]=2)[C:13]2[C:8](=[CH:9][CH:10]=[CH:11][CH:12]=2)[O:7][CH2:6][CH2:5]1)=[N+]=[N-].CP(C)C, predict the reaction product. The product is: [F:23][C:20]([F:21])([F:22])[C:17]1[CH:16]=[CH:15][C:14]([C:4]2([NH2:1])[C:13]3[C:8](=[CH:9][CH:10]=[CH:11][CH:12]=3)[O:7][CH2:6][CH2:5]2)=[CH:19][CH:18]=1. (3) Given the reactants C1(S(O)(=O)=O)C=CC=CC=1.[NH2:11][C:12]12[CH2:19][CH2:18][C:15]([C:20]([O:22][CH2:23][CH3:24])=[O:21])([CH2:16][CH2:17]1)[CH2:14][CH2:13]2.[F:25][C@@H:26]1[CH2:30][N:29]([C:31](=[O:43])[CH2:32]OS(C2C=CC=CC=2)(=O)=O)[C@H:28]([C:44]#[N:45])[CH2:27]1, predict the reaction product. The product is: [CH2:23]([O:22][C:20]([C:15]12[CH2:14][CH2:13][C:12]([NH:11][CH2:32][C:31]([N:29]3[CH2:30][C@@H:26]([F:25])[CH2:27][C@H:28]3[C:44]#[N:45])=[O:43])([CH2:19][CH2:18]1)[CH2:17][CH2:16]2)=[O:21])[CH3:24].